From a dataset of Full USPTO retrosynthesis dataset with 1.9M reactions from patents (1976-2016). Predict the reactants needed to synthesize the given product. (1) Given the product [Cl:33][C:34]1[CH:39]=[CH:38][C:37]([C:2]2[CH:3]=[C:4]([O:29][CH2:30][C:31]#[N:32])[C:5]([N:9]3[C:18]4[C:13](=[CH:14][C:15]([S:19]([NH:22][C:23]5[CH:27]=[CH:26][O:25][N:24]=5)(=[O:21])=[O:20])=[CH:16][CH:17]=4)[CH:12]=[CH:11][C:10]3=[O:28])=[CH:6][C:7]=2[F:8])=[CH:36][C:35]=1[CH3:43], predict the reactants needed to synthesize it. The reactants are: Br[C:2]1[C:7]([F:8])=[CH:6][C:5]([N:9]2[C:18]3[C:13](=[CH:14][C:15]([S:19]([NH:22][C:23]4[CH:27]=[CH:26][O:25][N:24]=4)(=[O:21])=[O:20])=[CH:16][CH:17]=3)[CH:12]=[CH:11][C:10]2=[O:28])=[C:4]([O:29][CH2:30][C:31]#[N:32])[CH:3]=1.[Cl:33][C:34]1[CH:39]=[CH:38][C:37](B(O)O)=[CH:36][C:35]=1[CH3:43].C(=O)([O-])[O-].[K+].[K+].C(Cl)Cl. (2) Given the product [CH2:1]([O:3][CH:4]([O:7][CH2:8][CH3:9])[C:5]#[C:6][C:24](=[O:26])[CH3:25])[CH3:2], predict the reactants needed to synthesize it. The reactants are: [CH2:1]([O:3][CH:4]([O:7][CH2:8][CH3:9])[C:5]#[CH:6])[CH3:2].C([Li])CCC.CCCCCC.CON(C)[C:24](=[O:26])[CH3:25]. (3) Given the product [C:6]([C:5]1[CH:8]=[CH:9][C:2]([NH:1][C:11](=[O:15])[C:12]([CH3:14])=[CH2:13])=[CH:3][C:4]=1[CH3:10])#[N:7], predict the reactants needed to synthesize it. The reactants are: [NH2:1][C:2]1[CH:9]=[CH:8][C:5]([C:6]#[N:7])=[C:4]([CH3:10])[CH:3]=1.[C:11](Cl)(=[O:15])[C:12]([CH3:14])=[CH2:13]. (4) Given the product [F:1][C:2]([F:7])([F:6])[C:3]([OH:5])=[O:4].[NH2:49][CH2:47][C:48]([NH:8][C@H:9]([C:17]([N:19]1[CH2:46][CH2:45][CH2:44][C@H:20]1[C:21]([NH:23][CH2:24][CH2:25][CH2:26][NH:27][C:28]1[C:41]2[C:40](=[O:42])[C:39]3[C:34](=[CH:35][CH:36]=[CH:37][CH:38]=3)[C:33](=[O:43])[C:32]=2[CH:31]=[CH:30][CH:29]=1)=[O:22])=[O:18])[CH2:10][C:11]1[CH:16]=[CH:15][CH:14]=[CH:13][CH:12]=1)=[O:4], predict the reactants needed to synthesize it. The reactants are: [F:1][C:2]([F:7])([F:6])[C:3]([OH:5])=[O:4].[NH2:8][C@H:9]([C:17]([N:19]1[CH2:46][CH2:45][CH2:44][C@H:20]1[C:21]([NH:23][CH2:24][CH2:25][CH2:26][NH:27][C:28]1[C:41]2[C:40](=[O:42])[C:39]3[C:34](=[CH:35][CH:36]=[CH:37][CH:38]=3)[C:33](=[O:43])[C:32]=2[CH:31]=[CH:30][CH:29]=1)=[O:22])=[O:18])[CH2:10][C:11]1[CH:16]=[CH:15][CH:14]=[CH:13][CH:12]=1.[CH2:47]([N:49](CC)CC)[CH3:48]. (5) The reactants are: [Cl:1][C:2]1[CH:9]=[CH:8][C:5]([CH:6]=[O:7])=[CH:4][N:3]=1.[CH2:10]([Mg]Br)[CH2:11][CH3:12]. Given the product [Cl:1][C:2]1[N:3]=[CH:4][C:5]([CH:6]([OH:7])[CH2:10][CH2:11][CH3:12])=[CH:8][CH:9]=1, predict the reactants needed to synthesize it. (6) Given the product [Br:16][C:17]1[CH:22]=[C:21]([CH3:23])[C:20]([CH2:24][N:25]2[CH2:2][CH2:3][C:4]([CH2:5][C:6]([CH3:8])=[CH2:7])([C:10]3[CH:15]=[CH:14][CH:13]=[CH:12][CH:11]=3)[O:9][C:26]2=[O:27])=[C:19]([CH3:28])[CH:18]=1, predict the reactants needed to synthesize it. The reactants are: Cl[CH2:2][CH2:3][C:4]([C:10]1[CH:15]=[CH:14][CH:13]=[CH:12][CH:11]=1)([OH:9])[CH2:5][C:6]([CH3:8])=[CH2:7].[Br:16][C:17]1[CH:18]=[C:19]([CH3:28])[C:20]([CH2:24][N:25]=[C:26]=[O:27])=[C:21]([CH3:23])[CH:22]=1. (7) Given the product [Cl:17][C:18]1[C:19]([C:2]2[S:6][C:5]([C:7]([NH:9][C:10]3[CH:15]=[CH:14][CH:13]=[CH:12][C:11]=3[F:16])=[O:8])=[CH:4][CH:3]=2)=[CH:20][C:21]2[O:25][C:24]([CH3:26])=[N:23][C:22]=2[CH:27]=1, predict the reactants needed to synthesize it. The reactants are: Br[C:2]1[S:6][C:5]([C:7]([NH:9][C:10]2[CH:15]=[CH:14][CH:13]=[CH:12][C:11]=2[F:16])=[O:8])=[CH:4][CH:3]=1.[Cl:17][C:18]1[C:19](B2OC(C)(C)C(C)(C)O2)=[CH:20][C:21]2[O:25][C:24]([CH3:26])=[N:23][C:22]=2[CH:27]=1.C(=O)([O-])[O-].[Na+].[Na+].CC(=O)OCC.[Cl-].[Na+].O. (8) The reactants are: [CH2:1]([O:3][C:4]([N:6]1[CH2:11][CH2:10][CH:9]([N:12]2[C:16]3=[N:17][C:18]([N:21]([CH3:23])[CH3:22])=[CH:19][CH:20]=[C:15]3[NH:14][C:13]2=[O:24])[CH2:8][CH2:7]1)=[O:5])[CH3:2].[C:25](=O)([O-])[O-].[K+].[K+].CN(C=O)C.C(=O)(OC)OC. Given the product [CH2:1]([O:3][C:4]([N:6]1[CH2:11][CH2:10][CH:9]([N:12]2[C:16]3=[N:17][C:18]([N:21]([CH3:23])[CH3:22])=[CH:19][CH:20]=[C:15]3[N:14]([CH3:25])[C:13]2=[O:24])[CH2:8][CH2:7]1)=[O:5])[CH3:2], predict the reactants needed to synthesize it. (9) The reactants are: C([N:3]([CH2:6][CH3:7])[CH2:4]C)C.[OH:8][C:9]1[CH:17]=[C:16]([O:18][C:19]2[N:24]=[CH:23][CH:22]=[CH:21][N:20]=2)[CH:15]=[CH:14][C:10]=1[C:11]([OH:13])=O.ClC(OC)=[O:27].NCCC1[C:34]([F:40])=[C:35]([NH2:39])[CH:36]=[CH:37][CH:38]=1. Given the product [NH2:39][C:35]1[C:34]([F:40])=[C:7]([CH:38]=[CH:37][CH:36]=1)[CH2:6][N:3]1[C:11](=[O:13])[C:10]2[CH:14]=[CH:15][C:16]([O:18][C:19]3[N:24]=[CH:23][CH:22]=[CH:21][N:20]=3)=[CH:17][C:9]=2[O:8][C:4]1=[O:27], predict the reactants needed to synthesize it. (10) Given the product [CH3:20][C:21]1[N:26]=[C:25]([C:27]([OH:29])=[O:28])[C:24]([C:14]2[CH:15]=[CH:16][CH:17]=[CH:18][CH:19]=2)=[CH:23][CH:22]=1, predict the reactants needed to synthesize it. The reactants are: [C:14]1(P([C:14]2[CH:19]=[CH:18][CH:17]=[CH:16][CH:15]=2)[C:14]2[CH:19]=[CH:18][CH:17]=[CH:16][CH:15]=2)[CH:19]=[CH:18][CH:17]=[CH:16][CH:15]=1.[CH3:20][C:21]1[N:26]=[C:25]([C:27]([O:29][Sn](CCCC)(CCCC)CCCC)=[O:28])[C:24]([Sn](CCCC)(CCCC)CCCC)=[CH:23][CH:22]=1.